From a dataset of Forward reaction prediction with 1.9M reactions from USPTO patents (1976-2016). Predict the product of the given reaction. (1) Given the reactants [CH3:1][N:2]([CH2:4][C:5]1([C:11]2[CH:16]=[CH:15][C:14]([OH:17])=[CH:13][CH:12]=2)[CH2:10][CH2:9][O:8][CH2:7][CH2:6]1)[CH3:3].Cl[CH2:19][CH2:20][CH2:21][N:22]([CH2:25][CH3:26])[CH2:23][CH3:24].C([O-])([O-])=O.[K+].[K+], predict the reaction product. The product is: [CH3:3][N:2]([CH2:4][C:5]1([C:11]2[CH:16]=[CH:15][C:14]([O:17][CH2:19][CH2:20][CH2:21][N:22]([CH2:25][CH3:26])[CH2:23][CH3:24])=[CH:13][CH:12]=2)[CH2:6][CH2:7][O:8][CH2:9][CH2:10]1)[CH3:1]. (2) Given the reactants F[C:2]1[CH:16]=[CH:15][C:5]2[C:6](=[O:14])[NH:7][C:8]3[C:13]([C:4]=2[CH:3]=1)=[CH:12][CH:11]=[CH:10][N:9]=3.[OH:17][C:18]1[CH:26]=[CH:25][C:21](C(N)=O)=[CH:20][CH:19]=1.[C:27](=O)([O-])[O-].[K+].[K+].C[N:34]([CH:36]=[O:37])C, predict the reaction product. The product is: [O:14]=[C:6]1[C:5]2[CH:15]=[CH:16][C:2]([O:17][C:18]3[CH:19]=[CH:20][C:21]([NH:34][C:36](=[O:37])[CH3:27])=[CH:25][CH:26]=3)=[CH:3][C:4]=2[C:13]2[C:8](=[N:9][CH:10]=[CH:11][CH:12]=2)[NH:7]1. (3) Given the reactants [C:1]1(=[O:11])[C:5]2([CH2:10][CH2:9][CH2:8][NH:7][CH2:6]2)[CH2:4][CH2:3][NH:2]1.C(N(CC)CC)C.[Cl:19][C:20]1[CH:21]=[C:22]([S:31](Cl)(=[O:33])=[O:32])[CH:23]=[CH:24][C:25]=1[O:26][C:27]([F:30])([F:29])[F:28], predict the reaction product. The product is: [Cl:19][C:20]1[CH:21]=[C:22]([S:31]([N:7]2[CH2:8][CH2:9][CH2:10][C:5]3([C:1](=[O:11])[NH:2][CH2:3][CH2:4]3)[CH2:6]2)(=[O:32])=[O:33])[CH:23]=[CH:24][C:25]=1[O:26][C:27]([F:29])([F:28])[F:30].